Dataset: Reaction yield outcomes from USPTO patents with 853,638 reactions. Task: Predict the reaction yield, written as a fraction of the theoretical maximum amount of product (1.0 means a 100% yield; for example, 0.34 means a 34% yield). (1) The reactants are [NH:1]1[CH:5]=[CH:4][CH:3]=[C:2]1[C:6]([O:8][CH2:9][CH3:10])=[O:7].[C:11](Cl)(=[O:18])[CH2:12][CH2:13][CH2:14][CH2:15][CH2:16][CH3:17]. No catalyst specified. The product is [C:11]([C:4]1[CH:3]=[C:2]([C:6]([O:8][CH2:9][CH3:10])=[O:7])[NH:1][CH:5]=1)(=[O:18])[CH2:12][CH2:13][CH2:14][CH2:15][CH2:16][CH3:17]. The yield is 0.700. (2) The product is [Br:1][C:2]1[CH:3]=[CH:4][C:5]([Cl:11])=[C:6]([F:10])[C:7]=1[CH2:8][F:26]. No catalyst specified. The reactants are [Br:1][C:2]1[C:7]([CH2:8]O)=[C:6]([F:10])[C:5]([Cl:11])=[CH:4][CH:3]=1.ClC(Cl)C.COCCN(S(F)(F)[F:26])CCOC.C([O-])(O)=O.[Na+]. The yield is 0.670. (3) The reactants are [C:1]([C:5]1[CH:10]=[C:9](Br)[C:8]([N+:12]([O-:14])=[O:13])=[CH:7][C:6]=1[OH:15])([CH3:4])([CH3:3])[CH3:2].[CH2:16]([O:18][C:19]1[CH:24]=[CH:23][CH:22]=[CH:21][C:20]=1B(O)O)[CH3:17].C(=O)([O-])[O-].[K+].[K+].O. The catalyst is CN(C=O)C.C1C=CC([P]([Pd]([P](C2C=CC=CC=2)(C2C=CC=CC=2)C2C=CC=CC=2)([P](C2C=CC=CC=2)(C2C=CC=CC=2)C2C=CC=CC=2)[P](C2C=CC=CC=2)(C2C=CC=CC=2)C2C=CC=CC=2)(C2C=CC=CC=2)C2C=CC=CC=2)=CC=1. The product is [C:1]([C:5]1[CH:10]=[C:9]([C:20]2[CH:21]=[CH:22][CH:23]=[CH:24][C:19]=2[O:18][CH2:16][CH3:17])[C:8]([N+:12]([O-:14])=[O:13])=[CH:7][C:6]=1[OH:15])([CH3:4])([CH3:3])[CH3:2]. The yield is 0.920. (4) The reactants are [F:1][C:2]([F:16])([F:15])[C:3]1[CH:4]=[C:5]([CH:9]2[S:14][CH2:13][CH2:12][CH2:11][S:10]2)[CH:6]=[CH:7][CH:8]=1.[Li]CCCC.[F:22][CH:23]([F:34])[O:24][C:25]1[CH:32]=[CH:31][C:28]([CH:29]=[O:30])=[CH:27][C:26]=1[CH3:33]. The catalyst is C1COCC1. The product is [F:22][CH:23]([F:34])[O:24][C:25]1[CH:32]=[CH:31][C:28]([CH:29]([C:9]2([C:5]3[CH:6]=[CH:7][CH:8]=[C:3]([C:2]([F:1])([F:15])[F:16])[CH:4]=3)[S:10][CH2:11][CH2:12][CH2:13][S:14]2)[OH:30])=[CH:27][C:26]=1[CH3:33]. The yield is 0.600. (5) The reactants are [Cl:1][C:2]1[N:10]=[C:9]2[C:5]([N:6]=[CH:7][N:8]2[CH:11]2[CH2:15][CH2:14][CH2:13][CH2:12]2)=[C:4]([NH:16][CH2:17][C:18]2[CH:23]=[CH:22][C:21](Br)=[CH:20][CH:19]=2)[N:3]=1.[O:25]1[CH:29]=[CH:28][CH:27]=[C:26]1B(O)O.O.O.O.P([O-])([O-])([O-])=O.[K+].[K+].[K+].O. The catalyst is [Br-].C([N+](CCCC)(CCCC)CCCC)CCC.CN(C)C=O.C([O-])(=O)C.C([O-])(=O)C.[Pd+2]. The product is [Cl:1][C:2]1[N:10]=[C:9]2[C:5]([N:6]=[CH:7][N:8]2[CH:11]2[CH2:15][CH2:14][CH2:13][CH2:12]2)=[C:4]([NH:16][CH2:17][C:18]2[CH:23]=[CH:22][C:21]([C:26]3[O:25][CH:29]=[CH:28][CH:27]=3)=[CH:20][CH:19]=2)[N:3]=1. The yield is 0.550. (6) The reactants are C([Li])CCC.[F:6][C:7]1[CH:21]=[CH:20][C:10]([CH2:11][C:12]2[S:13][CH:14]=[CH:15][C:16]=2[CH2:17][CH2:18][OH:19])=[CH:9][CH:8]=1.[Cl:22][C:23]1[CH:24]=[N:25][C:26]([S:29][CH3:30])=[N:27][CH:28]=1.ClC1C(=O)C(C#N)=C(C#N)C(=O)C=1Cl.[OH-].[Na+]. The catalyst is O1CCCC1.O. The product is [F:6][C:7]1[CH:21]=[CH:20][C:10]([CH2:11][C:12]2[S:13][C:14]([C:24]3[C:23]([Cl:22])=[CH:28][N:27]=[C:26]([S:29][CH3:30])[N:25]=3)=[CH:15][C:16]=2[CH2:17][CH2:18][OH:19])=[CH:9][CH:8]=1. The yield is 0.280. (7) The reactants are C([O:5][C:6](=[O:18])[CH:7]=[CH:8][C:9]1[CH:14]=[CH:13][C:12]([CH:15]=[O:16])=[C:11]([F:17])[CH:10]=1)(C)(C)C. The catalyst is C(Cl)Cl.FC(F)(F)C(O)=O. The product is [F:17][C:11]1[CH:10]=[C:9]([CH:8]=[CH:7][C:6]([OH:18])=[O:5])[CH:14]=[CH:13][C:12]=1[CH:15]=[O:16]. The yield is 1.00. (8) The reactants are C1(P(C2CCCCC2)C2CCCCC2)CCCCC1.[F-].[Cs+].[N:22]1([CH2:28][CH2:29][O:30][C:31]2[CH:59]=[CH:58][C:34]([O:35][C:36]3[C:45](OS(C(F)(F)F)(=O)=O)=[CH:44][CH:43]=[C:42]4[C:37]=3[CH:38]=[CH:39][C:40]([O:54][C:55](=[O:57])[CH3:56])=[CH:41]4)=[CH:33][CH:32]=2)[CH2:27][CH2:26][CH2:25][CH2:24][CH2:23]1.[CH3:60][S:61]([C:64]1[CH:69]=[CH:68][C:67](OS(C(F)(F)F)(=O)=O)=[CH:66][C:65]=1[O:78][CH3:79])(=[O:63])=[O:62]. The catalyst is CC#N.CC([O-])=O.CC([O-])=O.[Pd+2].O. The product is [CH3:60][S:61]([C:64]1[CH:69]=[CH:68][C:67]([C:45]2[C:36]([O:35][C:34]3[CH:58]=[CH:59][C:31]([O:30][CH2:29][CH2:28][N:22]4[CH2:23][CH2:24][CH2:25][CH2:26][CH2:27]4)=[CH:32][CH:33]=3)=[C:37]3[C:42](=[CH:43][CH:44]=2)[CH:41]=[C:40]([O:54][C:55](=[O:57])[CH3:56])[CH:39]=[CH:38]3)=[CH:66][C:65]=1[O:78][CH3:79])(=[O:63])=[O:62]. The yield is 0.330. (9) The reactants are C([Li])CCC.IC1C=CC=CC=1.C(NC(C)C)(C)C.[Cl:20][C:21]1[CH:26]=[CH:25][CH:24]=[CH:23][N:22]=1.[CH:27](N1CCCCC1)=[O:28]. The catalyst is C1COCC1. The product is [Cl:20][C:21]1[N:22]=[CH:23][CH:24]=[CH:25][C:26]=1[CH:27]=[O:28]. The yield is 0.540.